Predict which catalyst facilitates the given reaction. From a dataset of Catalyst prediction with 721,799 reactions and 888 catalyst types from USPTO. (1) Reactant: [I-].[F:2][C:3]([F:26])([F:25])[CH2:4][CH2:5][P+:6]([C:19]1[CH:24]=[CH:23][CH:22]=[CH:21][CH:20]=1)([C:13]1[CH:18]=[CH:17][CH:16]=[CH:15][CH:14]=1)[C:7]1[CH:12]=[CH:11][CH:10]=[CH:9][CH:8]=1.C[Si]([N-][Si](C)(C)C)(C)C.[Li+].[CH2:37]([O:39][C:40](Cl)=[O:41])[CH3:38]. Product: [CH2:37]([O:39][C:40](=[O:41])[C:5](=[P:6]([C:13]1[CH:14]=[CH:15][CH:16]=[CH:17][CH:18]=1)([C:7]1[CH:8]=[CH:9][CH:10]=[CH:11][CH:12]=1)[C:19]1[CH:24]=[CH:23][CH:22]=[CH:21][CH:20]=1)[CH2:4][C:3]([F:2])([F:25])[F:26])[CH3:38]. The catalyst class is: 7. (2) Product: [NH2:31][C:32]1[N:11]([CH2:10][CH2:9][CH2:8][N:7]([CH:1]2[CH2:6][CH2:5][CH2:4][CH2:3][CH2:2]2)[CH3:30])[CH2:12][C:13]2[C:18](=[CH:17][CH:16]=[C:15]([C:22]([C:24]3[CH:29]=[CH:28][CH:27]=[CH:26][CH:25]=3)=[O:23])[CH:14]=2)[N:19]=1. Reactant: [CH:1]1([N:7]([CH3:30])[CH2:8][CH2:9][CH2:10][NH:11][CH2:12][C:13]2[CH:14]=[C:15]([C:22]([C:24]3[CH:29]=[CH:28][CH:27]=[CH:26][CH:25]=3)=[O:23])[CH:16]=[CH:17][C:18]=2[N+:19]([O-])=O)[CH2:6][CH2:5][CH2:4][CH2:3][CH2:2]1.[N:31]#[C:32]Br. The catalyst class is: 8. (3) Reactant: [O:1]=[C:2]([CH3:10])[CH2:3][S:4][CH2:5][C:6]([O:8][CH3:9])=[O:7].[Na].[C:12]1(=O)[CH2:17][CH2:16][CH2:15][CH2:14][C:13]1=O. Product: [C:2]([C:3]1[S:4][C:5]([C:6]([O:8][CH3:9])=[O:7])=[C:13]2[CH2:14][CH2:15][CH2:16][CH2:17][C:12]=12)(=[O:1])[CH3:10]. The catalyst class is: 5. (4) Reactant: [Br:1][C:2]1[CH:3]=[CH:4][C:5]2[N:6]([CH2:16][CH:17]([F:40])[CH2:18][N:19]([C:32]3[CH:37]=[CH:36][CH:35]=[C:34]([O:38][CH3:39])[CH:33]=3)S(C3C=CC([N+]([O-])=O)=CC=3)(=O)=O)[C:7]3[C:12]([C:13]=2[CH:14]=1)=[CH:11][C:10]([Br:15])=[CH:9][CH:8]=3.[OH-].[Li+].CN(C)C=O.SCC(O)=O. Product: [Br:15][C:10]1[CH:9]=[CH:8][C:7]2[N:6]([CH2:16][CH:17]([F:40])[CH2:18][NH:19][C:32]3[CH:37]=[CH:36][CH:35]=[C:34]([O:38][CH3:39])[CH:33]=3)[C:5]3[C:13]([C:12]=2[CH:11]=1)=[CH:14][C:2]([Br:1])=[CH:3][CH:4]=3. The catalyst class is: 25. (5) Reactant: [CH:1]1([CH:6]=O)[CH2:5][CH2:4][CH2:3][CH2:2]1.[CH:8]([C:10]([CH3:12])=[O:11])=[CH2:9].C1(C)C=CC(S(O)(=O)=O)=CC=1. Product: [CH2:2]1[C:1]2([CH2:6][CH2:12][C:10](=[O:11])[CH:8]=[CH:9]2)[CH2:5][CH2:4][CH2:3]1. The catalyst class is: 11.